Dataset: Forward reaction prediction with 1.9M reactions from USPTO patents (1976-2016). Task: Predict the product of the given reaction. (1) Given the reactants [Br:1][C:2]1[CH:8]=[CH:7][C:5]([NH2:6])=[C:4](I)[CH:3]=1.[C:10]([O:14][CH2:15][CH3:16])(=[O:13])[CH:11]=[CH2:12].C(=O)(O)[O-].[Na+], predict the reaction product. The product is: [NH2:6][C:5]1[CH:7]=[CH:8][C:2]([Br:1])=[CH:3][C:4]=1/[CH:12]=[CH:11]/[C:10]([O:14][CH2:15][CH3:16])=[O:13]. (2) Given the reactants C(N(CC)CC)C.S(O)(O)(=O)=O.[CH2:13]([O:15][C:16]1[CH:17]=[C:18]2[C:22](=[C:23]([F:28])[C:24]=1[O:25][CH2:26][CH3:27])[C:21](=[NH:29])[NH:20][CH2:19]2)[CH3:14].O, predict the reaction product. The product is: [CH2:13]([O:15][C:16]1[CH:17]=[C:18]2[C:22](=[C:23]([F:28])[C:24]=1[O:25][CH2:26][CH3:27])[C:21]([NH2:29])=[N:20][CH2:19]2)[CH3:14]. (3) Given the reactants [OH-].[Na+:2].[CH2:3]([C:10]1[CH:43]=[CH:42][C:13]([O:14][CH2:15][CH2:16][CH2:17][N:18]2[C:22]([CH3:23])=[CH:21][CH:20]=[C:19]2[C:24]2[CH:41]=[CH:40][C:27]([O:28][C@H:29]([CH2:33][C:34]3[CH:39]=[CH:38][CH:37]=[CH:36][CH:35]=3)[C:30]([OH:32])=[O:31])=[CH:26][CH:25]=2)=[CH:12][CH:11]=1)[CH2:4][CH2:5][CH2:6][CH2:7][CH2:8][CH3:9], predict the reaction product. The product is: [CH2:3]([C:10]1[CH:11]=[CH:12][C:13]([O:14][CH2:15][CH2:16][CH2:17][N:18]2[C:22]([CH3:23])=[CH:21][CH:20]=[C:19]2[C:24]2[CH:25]=[CH:26][C:27]([O:28][C@H:29]([CH2:33][C:34]3[CH:39]=[CH:38][CH:37]=[CH:36][CH:35]=3)[C:30]([O-:32])=[O:31])=[CH:40][CH:41]=2)=[CH:42][CH:43]=1)[CH2:4][CH2:5][CH2:6][CH2:7][CH2:8][CH3:9].[Na+:2]. (4) Given the reactants Br[C:2]1[CH:3]=[C:4]([C:24]([F:27])([F:26])[F:25])[N:5]2[CH2:22][CH2:21][N:20]([CH3:23])[C:7]3([CH2:12][CH2:11][N:10]([C:13]([O:15][C:16]([CH3:19])([CH3:18])[CH3:17])=[O:14])[CH2:9][CH2:8]3)[C:6]=12.[Li]CCCC.[Cl:33]C(Cl)(Cl)C(Cl)(Cl)Cl, predict the reaction product. The product is: [Cl:33][C:2]1[CH:3]=[C:4]([C:24]([F:27])([F:26])[F:25])[N:5]2[CH2:22][CH2:21][N:20]([CH3:23])[C:7]3([CH2:12][CH2:11][N:10]([C:13]([O:15][C:16]([CH3:19])([CH3:18])[CH3:17])=[O:14])[CH2:9][CH2:8]3)[C:6]=12. (5) Given the reactants [NH2:1][CH2:2][C:3]1[CH:4]=[C:5]([NH:16][C:17]([C:19]2([C:22]3[CH:30]=[CH:29][C:25]4[O:26][CH2:27][O:28][C:24]=4[CH:23]=3)[CH2:21][CH2:20]2)=[O:18])[CH:6]=[C:7]2[C:11]=1[NH:10][C:9]([C:12]([CH3:15])([CH3:14])[CH3:13])=[CH:8]2.C(N(CC)CC)C.[C:38](Cl)(=[O:40])[CH3:39], predict the reaction product. The product is: [C:38]([NH:1][CH2:2][C:3]1[CH:4]=[C:5]([NH:16][C:17]([C:19]2([C:22]3[CH:30]=[CH:29][C:25]4[O:26][CH2:27][O:28][C:24]=4[CH:23]=3)[CH2:20][CH2:21]2)=[O:18])[CH:6]=[C:7]2[C:11]=1[NH:10][C:9]([C:12]([CH3:15])([CH3:14])[CH3:13])=[CH:8]2)(=[O:40])[CH3:39]. (6) Given the reactants [CH3:1][S:2]([C:5]1[CH:10]=[CH:9][C:8]([N:11]2[CH:16]=[CH:15][C:14]([O:17][CH:18]3C[CH2:22][N:21]([C:24]([O:26][C:27]([CH3:30])(C)[CH3:28])=[O:25])[CH2:20][CH2:19]3)=[CH:13][C:12]2=[O:31])=[CH:7][CH:6]=1)(=[O:4])=[O:3].ClC(OC1C=[CH:40][C:39]([Cl:42])=[CH:38]C=1)=O.ClC(OC(C)C(F)(F)F)=O, predict the reaction product. The product is: [CH3:1][S:2]([C:5]1[CH:10]=[CH:9][C:8]([N:11]2[CH:16]=[CH:15][C:14]([O:17][CH2:18][CH:19]3[CH2:22][N:21]([C:24]([O:26][C:27]4[CH:28]=[CH:40][C:39]([Cl:42])=[CH:38][CH:30]=4)=[O:25])[CH2:20]3)=[CH:13][C:12]2=[O:31])=[CH:7][CH:6]=1)(=[O:4])=[O:3]. (7) Given the reactants [CH2:1]([N:3]1[CH2:8][CH2:7][N:6]([C:9]2[C:18]3[C:13](=[CH:14][CH:15]=[CH:16][CH:17]=3)[CH:12]=[C:11]([C:19]3[CH:24]=[CH:23][C:22]([O:25][C@@H:26]([CH3:48])[CH2:27][O:28]C(C4C=CC=CC=4)(C4C=CC=CC=4)C4C=CC=CC=4)=[CH:21][CH:20]=3)[N:10]=2)[CH2:5][CH2:4]1)[CH3:2].C1C=CC=CC=1.[ClH:55], predict the reaction product. The product is: [ClH:55].[ClH:55].[CH2:1]([N:3]1[CH2:8][CH2:7][N:6]([C:9]2[C:18]3[C:13](=[CH:14][CH:15]=[CH:16][CH:17]=3)[CH:12]=[C:11]([C:19]3[CH:24]=[CH:23][C:22]([O:25][CH:26]([CH3:48])[CH2:27][OH:28])=[CH:21][CH:20]=3)[N:10]=2)[CH2:5][CH2:4]1)[CH3:2]. (8) The product is: [C:15]1(=[O:25])[N:19]([CH2:2][CH2:3][C:4]2[CH:14]=[CH:13][C:7]([C:8]([O:10][CH2:11][CH3:12])=[O:9])=[CH:6][CH:5]=2)[C:18](=[O:20])[C:17]2=[CH:21][CH:22]=[CH:23][CH:24]=[C:16]12. Given the reactants O[CH2:2][CH2:3][C:4]1[CH:14]=[CH:13][C:7]([C:8]([O:10][CH2:11][CH3:12])=[O:9])=[CH:6][CH:5]=1.[C:15]1(=[O:25])[NH:19][C:18](=[O:20])[C:17]2=[CH:21][CH:22]=[CH:23][CH:24]=[C:16]12.C1(P(C2C=CC=CC=2)C2C=CC=CC=2)C=CC=CC=1.N(C(OCC)=O)=NC(OCC)=O.C1(C)C=CC=CC=1, predict the reaction product.